From a dataset of Full USPTO retrosynthesis dataset with 1.9M reactions from patents (1976-2016). Predict the reactants needed to synthesize the given product. (1) Given the product [OH:52][C@H:51]([CH2:50][OH:49])[CH2:53][N:44]1[CH2:43][CH2:42][C:41]2[C:46](=[CH:47][CH:48]=[C:39]([C:36]3[N:35]=[C:34]([C:29]4[CH:30]=[C:31]([C:32]#[N:33])[C:26]([O:25][CH:23]([CH3:22])[CH3:24])=[N:27][CH:28]=4)[O:38][N:37]=3)[CH:40]=2)[CH2:45]1.[CH2:23]([O:25][CH2:26][CH3:31])[CH3:22], predict the reactants needed to synthesize it. The reactants are: C(O[BH-](OC(=O)C)OC(=O)C)(=O)C.[Na+].FC(F)(F)C(O)=O.[CH3:22][CH:23]([O:25][C:26]1[C:31]([C:32]#[N:33])=[CH:30][C:29]([C:34]2[O:38][N:37]=[C:36]([C:39]3[CH:40]=[C:41]4[C:46](=[CH:47][CH:48]=3)[CH2:45][NH:44][CH2:43][CH2:42]4)[N:35]=2)=[CH:28][N:27]=1)[CH3:24].[O:49]=[CH:50][C@@H:51]([CH2:53]O)[OH:52].C(=O)([O-])O.[Na+]. (2) The reactants are: C(OC([N:8]1[CH2:12][C@@H:11]([CH2:13][C@H:14]([CH2:18][C:19]2[CH:24]=[CH:23][C:22]([O:25][CH3:26])=[C:21]([O:27][CH2:28][CH2:29][CH2:30][O:31][CH3:32])[CH:20]=2)[CH:15]([CH3:17])[CH3:16])[C@H:10]([CH2:33][N:34]([CH:44]2[CH2:46][CH2:45]2)[C:35](=[O:43])[CH2:36][C:37]2[CH:42]=[CH:41][CH:40]=[CH:39][CH:38]=2)[CH2:9]1)=O)(C)(C)C.[ClH:47].O1CCOCC1. Given the product [CH:44]1([N:34]([CH2:33][C@H:10]2[C@H:11]([CH2:13][C@H:14]([CH2:18][C:19]3[CH:24]=[CH:23][C:22]([O:25][CH3:26])=[C:21]([O:27][CH2:28][CH2:29][CH2:30][O:31][CH3:32])[CH:20]=3)[CH:15]([CH3:17])[CH3:16])[CH2:12][NH:8][CH2:9]2)[C:35](=[O:43])[CH2:36][C:37]2[CH:42]=[CH:41][CH:40]=[CH:39][CH:38]=2)[CH2:46][CH2:45]1.[ClH:47], predict the reactants needed to synthesize it. (3) Given the product [CH:87]1[CH:86]=[C:85]2[CH:84]=[CH:83][C:82]3[O:91][P:92]([OH:95])(=[O:93])[O:94][C:79]4[CH:78]=[CH:77][C:75]5[C:74]([C:80]=4[C:81]=3[C:90]2=[CH:89][CH:88]=1)=[CH:73][CH:72]=[CH:71][CH:76]=5.[CH3:4][C:2]([C:5]1[CH:6]=[CH:7][C:8]([C@H:11]([OH:35])[CH2:12][CH2:13][CH2:14][N:15]2[CH2:20][CH2:19][CH:18]([C:21]([OH:34])([C:28]3[CH:33]=[CH:32][CH:31]=[CH:30][CH:29]=3)[C:22]3[CH:27]=[CH:26][CH:25]=[CH:24][CH:23]=3)[CH2:17][CH2:16]2)=[CH:9][CH:10]=1)([CH3:1])[CH3:3], predict the reactants needed to synthesize it. The reactants are: [CH3:1][C:2]([C:5]1[CH:6]=[CH:7][C:8]([CH:11]([OH:35])[CH2:12][CH2:13][CH2:14][N:15]2[CH2:20][CH2:19][CH:18]([C:21]([OH:34])([C:28]3[CH:29]=[CH:30][CH:31]=[CH:32][CH:33]=3)[C:22]3[CH:23]=[CH:24][CH:25]=[CH:26][CH:27]=3)[CH2:17][CH2:16]2)=[CH:9][CH:10]=1)([CH3:4])[CH3:3].[CH3:4][C:2]([C:5]1[CH:6]=[CH:7][C:8]([CH:11]([OH:35])[CH2:12][CH2:13][CH2:14][N:15]2[CH2:20][CH2:19][CH:18]([C:21]([OH:34])([C:28]3[CH:33]=[CH:32][CH:31]=[CH:30][CH:29]=3)[C:22]3[CH:27]=[CH:26][CH:25]=[CH:24][CH:23]=3)[CH2:17][CH2:16]2)=[CH:9][CH:10]=1)([CH3:1])[CH3:3].[CH:71]1[CH:76]=[C:75]2[CH:77]=[CH:78][C:79]3[O:94][P:92]([OH:95])(=[O:93])[O:91][C:82]4[CH:83]=[CH:84][C:85]5[C:90]([C:81]=4[C:80]=3[C:74]2=[CH:73][CH:72]=1)=[CH:89][CH:88]=[CH:87][CH:86]=5. (4) The reactants are: [Cl:1][C:2]1[CH:7]=[C:6]([NH:8]S(C)(=O)=O)[C:5](I)=[CH:4][N:3]=1.[C:14]([C:16]1[CH:17]=[N:18][N:19](C(OC(C)(C)C)=O)[CH:20]=1)#[CH:15].C(N(CC)CC)C.C1CCN2C(=NCCC2)CC1.[NH4+].[Cl-]. Given the product [Cl:1][C:2]1[N:3]=[CH:4][C:5]2[CH:15]=[C:14]([C:16]3[CH:17]=[N:18][NH:19][CH:20]=3)[NH:8][C:6]=2[CH:7]=1, predict the reactants needed to synthesize it. (5) Given the product [NH2:18][C:4]1[CH:3]=[C:2]([Cl:1])[CH:7]=[CH:6][C:5]=1[NH:8][C:9]1[CH:17]=[CH:16][CH:15]=[CH:14][C:10]=1[C:11]([OH:13])=[O:12], predict the reactants needed to synthesize it. The reactants are: [Cl:1][C:2]1[CH:7]=[CH:6][C:5]([NH:8][C:9]2[CH:17]=[CH:16][CH:15]=[CH:14][C:10]=2[C:11]([OH:13])=[O:12])=[C:4]([N+:18]([O-])=O)[CH:3]=1.